From a dataset of NCI-60 drug combinations with 297,098 pairs across 59 cell lines. Regression. Given two drug SMILES strings and cell line genomic features, predict the synergy score measuring deviation from expected non-interaction effect. (1) Drug 1: C1=CC(=C2C(=C1NCCNCCO)C(=O)C3=C(C=CC(=C3C2=O)O)O)NCCNCCO. Drug 2: C1CNP(=O)(OC1)N(CCCl)CCCl. Cell line: RPMI-8226. Synergy scores: CSS=42.9, Synergy_ZIP=4.41, Synergy_Bliss=1.93, Synergy_Loewe=-17.2, Synergy_HSA=2.05. (2) Drug 1: COC1=C(C=C2C(=C1)N=CN=C2NC3=CC(=C(C=C3)F)Cl)OCCCN4CCOCC4. Drug 2: C1=CC(=CC=C1C#N)C(C2=CC=C(C=C2)C#N)N3C=NC=N3. Cell line: OVCAR3. Synergy scores: CSS=29.4, Synergy_ZIP=-0.0785, Synergy_Bliss=-0.692, Synergy_Loewe=-4.51, Synergy_HSA=0.0141.